Dataset: Reaction yield outcomes from USPTO patents with 853,638 reactions. Task: Predict the reaction yield, written as a fraction of the theoretical maximum amount of product (1.0 means a 100% yield; for example, 0.34 means a 34% yield). (1) The reactants are [OH:1][C:2]1[CH:3]=[C:4]([NH:17]C(=O)C)[CH:5]=[CH:6][C:7]=1[C:8]([CH3:16])([CH3:15])[CH2:9][O:10][CH2:11][CH2:12][O:13][CH3:14].Cl.C([O-])([O-])=O.[Na+].[Na+]. No catalyst specified. The product is [CH3:14][O:13][CH2:12][CH2:11][O:10][CH2:9][C:8]([C:7]1[CH:6]=[CH:5][C:4]([NH2:17])=[CH:3][C:2]=1[OH:1])([CH3:16])[CH3:15]. The yield is 0.0600. (2) The reactants are I([O-])(=O)(=O)=[O:2].[Na+].[C:7]([C:9]1[C:13]([S:14][C:15]([F:18])([F:17])[F:16])=[C:12]([CH3:19])[N:11]([C:20]2[C:25]([Cl:26])=[CH:24][C:23]([C:27]([F:30])([F:29])[F:28])=[CH:22][C:21]=2[Cl:31])[N:10]=1)#[N:8].C(#N)C.[OH2:35]. The catalyst is C(OCC)(=O)C.[Ru](Cl)(Cl)Cl. The product is [C:7]([C:9]1[C:13]([S:14]([C:15]([F:17])([F:16])[F:18])(=[O:2])=[O:35])=[C:12]([CH3:19])[N:11]([C:20]2[C:25]([Cl:26])=[CH:24][C:23]([C:27]([F:29])([F:30])[F:28])=[CH:22][C:21]=2[Cl:31])[N:10]=1)#[N:8]. The yield is 0.680. (3) The reactants are C1CCC(N=C=NC2CCCCC2)CC1.Cl.[C:17]([NH:20][C:21]1[CH:22]=[C:23]([NH:27][CH:28]([C:32]2[CH:37]=[CH:36][CH:35]=[CH:34][CH:33]=2)[C:29]([OH:31])=[O:30])[CH:24]=[CH:25][CH:26]=1)(=[O:19])[CH3:18].C1C=CC2N(O)N=NC=2C=1.[N:48]12[CH2:55][CH2:54][CH:51]([CH2:52][CH2:53]1)[C@@H:50](O)[CH2:49]2. The catalyst is C1COCC1. The yield is 1.00. The product is [N:48]12[CH2:55][CH2:54][CH:51]([CH2:52][CH2:53]1)[C@@H:50]([O:30][C:29](=[O:31])[CH:28]([NH:27][C:23]1[CH:24]=[CH:25][CH:26]=[C:21]([NH:20][C:17](=[O:19])[CH3:18])[CH:22]=1)[C:32]1[CH:37]=[CH:36][CH:35]=[CH:34][CH:33]=1)[CH2:49]2. (4) The catalyst is N1C=CC=CC=1. The yield is 0.500. The reactants are [CH2:1]([OH:10])[CH2:2][CH2:3][CH:4]([OH:9])[CH2:5][CH2:6][CH2:7][OH:8].[CH3:11][C:12](OCC1C2C(=CC=CC=2)C(COC(C)=O)=C2C=1C=CC=C2)=[O:13].[C:35](OCC)(=[O:37])[CH3:36]. The product is [C:12]([O:10][CH2:1][CH2:2][CH2:3][CH:4]([OH:9])[CH2:5][CH2:6][CH2:7][O:8][C:35](=[O:37])[CH3:36])(=[O:13])[CH3:11]. (5) The reactants are [N:1]([C:4]1[C:9]([F:10])=[CH:8][N:7]=[CH:6][C:5]=1/[CH:11]=[N:12]/[C:13]1[C:18]([Cl:19])=[CH:17][C:16]([Br:20])=[CH:15][C:14]=1[Cl:21])=[N+]=[N-]. The catalyst is C1(C)C=CC=CC=1. The product is [Br:20][C:16]1[CH:17]=[C:18]([Cl:19])[C:13]([N:12]2[CH:11]=[C:5]3[CH:6]=[N:7][CH:8]=[C:9]([F:10])[C:4]3=[N:1]2)=[C:14]([Cl:21])[CH:15]=1. The yield is 0.670. (6) The reactants are Br[C:2]1[CH:3]=[N:4][C:5]([N:8]2[CH2:13][CH2:12][N:11]([C:14]([O:16][C:17]([CH3:20])([CH3:19])[CH3:18])=[O:15])[CH2:10][CH2:9]2)=[N:6][CH:7]=1.[F:21][C:22]1[CH:27]=[CH:26][CH:25]=[CH:24][C:23]=1[OH:28].C(=O)([O-])[O-].[Cs+].[Cs+]. The catalyst is N1C=CC=CC=1.C(OCC)(=O)C.[Cu]. The product is [F:21][C:22]1[CH:27]=[CH:26][CH:25]=[CH:24][C:23]=1[O:28][C:2]1[CH:3]=[N:4][C:5]([N:8]2[CH2:13][CH2:12][N:11]([C:14]([O:16][C:17]([CH3:20])([CH3:19])[CH3:18])=[O:15])[CH2:10][CH2:9]2)=[N:6][CH:7]=1. The yield is 0.0600. (7) The reactants are C([O:3][C:4](=[O:33])[C:5]1[CH:10]=[C:9]([N:11]2[C:15]([CH3:16])=[CH:14][CH:13]=[C:12]2[C:17]2[CH:22]=[CH:21][CH:20]=[CH:19][C:18]=2[O:23][CH2:24][C:25]2[CH:30]=[CH:29][C:28]([F:31])=[CH:27][C:26]=2[Cl:32])[CH:8]=[N:7][CH:6]=1)C.[OH-].[Na+].CCO. The catalyst is CCOC(C)=O. The product is [Cl:32][C:26]1[CH:27]=[C:28]([F:31])[CH:29]=[CH:30][C:25]=1[CH2:24][O:23][C:18]1[CH:19]=[CH:20][CH:21]=[CH:22][C:17]=1[C:12]1[N:11]([C:9]2[CH:8]=[N:7][CH:6]=[C:5]([CH:10]=2)[C:4]([OH:33])=[O:3])[C:15]([CH3:16])=[CH:14][CH:13]=1. The yield is 0.890. (8) The reactants are [CH3:1][C@:2]12[CH2:19][CH2:18][C@H:17]3[C@@H:7]([C@@H:8]([OH:21])[CH:9]=[C:10]4[C@:15]3([CH3:16])[CH2:14][CH2:13][C@H:12]([OH:20])[CH2:11]4)[C@@H:6]1[CH2:5][CH2:4][C:3]2=[O:22].[CH3:23][Si:24](N[Si:24]([CH3:26])([CH3:25])[CH3:23])([CH3:26])[CH3:25]. The catalyst is S1(C2C(=CC=CC=2)C(=O)N1)(=O)=O.C(#N)C. The product is [CH3:23][Si:24]([CH3:26])([CH3:25])[O:20][C@H:12]1[CH2:13][CH2:14][C@@:15]2([CH3:16])[C:10](=[CH:9][C@H:8]([O:21][Si:24]([CH3:26])([CH3:25])[CH3:23])[C@@H:7]3[C@@H:17]2[CH2:18][CH2:19][C@@:2]2([CH3:1])[C@H:6]3[CH2:5][CH2:4][C:3]2=[O:22])[CH2:11]1. The yield is 0.810. (9) The reactants are [CH3:1][O:2][C:3](=[O:17])[C:4]1[CH:12]=[C:11]([O:13][CH:14]([F:16])[F:15])[CH:10]=[C:6]([C:7]([OH:9])=O)[CH:5]=1.O.ON1C2C=CC=CC=2N=N1.[CH:29]1([N:35]=[C:36]=NC2CCCCC2)CCC[CH2:31][CH2:30]1.CNCCC. The catalyst is C1COCC1. The product is [CH3:1][O:2][C:3](=[O:17])[C:4]1[CH:12]=[C:11]([O:13][CH:14]([F:16])[F:15])[CH:10]=[C:6]([C:7]([N:35]([CH3:36])[CH2:29][CH2:30][CH3:31])=[O:9])[CH:5]=1. The yield is 0.530. (10) The reactants are C[O:2][C:3]([C@H:5]1[CH2:10][CH2:9][C@H:8]([CH2:11][CH2:12][CH2:13][C:14]2[CH:19]=[CH:18][C:17]([C@@H:20]3[CH2:24][CH2:23][CH2:22][N:21]3[CH3:25])=[CH:16][N:15]=2)[CH2:7][CH2:6]1)=[O:4].[OH-].[K+].CC(O)=O. The catalyst is CO. The product is [CH3:25][N:21]1[CH2:22][CH2:23][CH2:24][C@H:20]1[C:17]1[CH:18]=[CH:19][C:14]([CH2:13][CH2:12][CH2:11][C@H:8]2[CH2:7][CH2:6][C@H:5]([C:3]([OH:4])=[O:2])[CH2:10][CH2:9]2)=[N:15][CH:16]=1. The yield is 0.740.